From a dataset of Forward reaction prediction with 1.9M reactions from USPTO patents (1976-2016). Predict the product of the given reaction. Given the reactants [OH:1][C:2]1[CH:12]=[CH:11][C:5]([C:6]([O:8][CH2:9][CH3:10])=[O:7])=[CH:4][C:3]=1[O:13][CH3:14].[F:15][C:16]([F:29])([F:28])[S:17](O[S:17]([C:16]([F:29])([F:28])[F:15])(=[O:19])=[O:18])(=[O:19])=[O:18].Cl, predict the reaction product. The product is: [CH3:14][O:13][C:3]1[CH:4]=[C:5]([CH:11]=[CH:12][C:2]=1[O:1][S:17]([C:16]([F:29])([F:28])[F:15])(=[O:19])=[O:18])[C:6]([O:8][CH2:9][CH3:10])=[O:7].